Predict the reactants needed to synthesize the given product. From a dataset of Full USPTO retrosynthesis dataset with 1.9M reactions from patents (1976-2016). (1) Given the product [CH:1]1([CH2:4][NH:5][C:6]([NH:7][C:8]2[CH:27]=[CH:26][C:11]([O:12][CH:13]3[CH2:18][CH2:17][NH:16][CH2:15][CH2:14]3)=[CH:10][CH:9]=2)=[O:28])[CH2:2][CH2:3]1, predict the reactants needed to synthesize it. The reactants are: [CH:1]1([CH2:4][NH:5][C:6](=[O:28])[NH:7][C:8]2[CH:27]=[CH:26][C:11]([O:12][CH:13]3[CH2:18][CH2:17][N:16](C(OC(C)(C)C)=O)[CH2:15][CH2:14]3)=[CH:10][CH:9]=2)[CH2:3][CH2:2]1.FC(F)(F)C(O)=O. (2) Given the product [C:1]([C:5]1[CH:6]=[C:7]2[C:12](=[C:13]([F:15])[CH:14]=1)[C:11](=[O:16])[N:10]([C:17]1[C:18]([CH2:19][OH:20])=[C:21]([C:25]3[CH:30]=[C:29]([NH:31][C:32]4[CH:45]=[C:35]5[CH2:36][N:37]([CH2:40][C:41]([F:44])([F:43])[F:42])[CH2:38][CH2:39][N:34]5[N:33]=4)[C:28](=[O:46])[N:27]([CH3:47])[CH:26]=3)[CH:22]=[CH:23][N:24]=1)[N:9]=[CH:8]2)([CH3:4])([CH3:2])[CH3:3], predict the reactants needed to synthesize it. The reactants are: [C:1]([C:5]1[CH:6]=[C:7]2[C:12](=[C:13]([F:15])[CH:14]=1)[C:11](=[O:16])[N:10]([C:17]1[N:24]=[CH:23][CH:22]=[C:21]([C:25]3[CH:30]=[C:29]([NH:31][C:32]4[CH:45]=[C:35]5[CH2:36][N:37]([CH2:40][C:41]([F:44])([F:43])[F:42])[CH2:38][CH2:39][N:34]5[N:33]=4)[C:28](=[O:46])[N:27]([CH3:47])[CH:26]=3)[C:18]=1[CH:19]=[O:20])[N:9]=[CH:8]2)([CH3:4])([CH3:3])[CH3:2].[BH4-].[Na+]. (3) Given the product [O:40]=[C:34]1[CH:33]([N:27]2[CH2:26][C:25]3[C:29](=[CH:30][CH:31]=[C:23]([CH2:22][NH:21][C:3](=[O:5])[C:2]([F:1])([F:14])[C:6]4[CH:11]=[CH:10][CH:9]=[CH:8][C:7]=4[O:12][CH3:13])[CH:24]=3)[C:28]2=[O:32])[CH2:38][CH2:37][C:36](=[O:39])[NH:35]1, predict the reactants needed to synthesize it. The reactants are: [F:1][C:2]([F:14])([C:6]1[CH:11]=[CH:10][CH:9]=[CH:8][C:7]=1[O:12][CH3:13])[C:3]([OH:5])=O.P(Cl)(Cl)(Cl)=O.Cl.[NH2:21][CH2:22][C:23]1[CH:24]=[C:25]2[C:29](=[CH:30][CH:31]=1)[C:28](=[O:32])[N:27]([CH:33]1[CH2:38][CH2:37][C:36](=[O:39])[NH:35][C:34]1=[O:40])[CH2:26]2.C(=O)(O)[O-].[Na+].